Task: Predict the reaction yield, written as a fraction of the theoretical maximum amount of product (1.0 means a 100% yield; for example, 0.34 means a 34% yield).. Dataset: Reaction yield outcomes from USPTO patents with 853,638 reactions The reactants are Br[C:2]1[N:7]=[C:6]2[S:8][C:9]([NH:11][C:12](=[O:19])[C:13]3[CH:18]=[CH:17][CH:16]=[CH:15][CH:14]=3)=[N:10][C:5]2=[CH:4][CH:3]=1.[F:20][C:21]1[CH:26]=[CH:25][C:24]([CH2:27][C:28]2[C:29]([N:35]3[CH2:41][C:40]4[CH:42]=[C:43](B(O)O)[CH:44]=[CH:45][C:39]=4[O:38][CH2:37][CH2:36]3)=[N:30][CH:31]=[N:32][C:33]=2[CH3:34])=[CH:23][CH:22]=1.C(N(C(C)C)CC)(C)C.ClCCl. The catalyst is CN(C)C=O.C(OCC)(=O)C. The product is [F:20][C:21]1[CH:26]=[CH:25][C:24]([CH2:27][C:28]2[C:29]([N:35]3[CH2:41][C:40]4[CH:42]=[C:43]([C:2]5[N:7]=[C:6]6[S:8][C:9]([NH:11][C:12](=[O:19])[C:13]7[CH:18]=[CH:17][CH:16]=[CH:15][CH:14]=7)=[N:10][C:5]6=[CH:4][CH:3]=5)[CH:44]=[CH:45][C:39]=4[O:38][CH2:37][CH2:36]3)=[N:30][CH:31]=[N:32][C:33]=2[CH3:34])=[CH:23][CH:22]=1. The yield is 0.410.